From a dataset of Catalyst prediction with 721,799 reactions and 888 catalyst types from USPTO. Predict which catalyst facilitates the given reaction. Reactant: [OH-].[Li+].[F:3][C:4]1[C:5]([NH:20][CH:21]2[CH:27]3[CH2:28][CH2:29][CH:23]([CH2:24][CH2:25][CH2:26]3)[CH:22]2[C:30]([O:32]C)=[O:31])=[N:6][C:7]([C:10]2[C:18]3[C:13](=[N:14][CH:15]=[C:16]([F:19])[CH:17]=3)[NH:12][N:11]=2)=[N:8][CH:9]=1. Product: [F:3][C:4]1[C:5]([NH:20][CH:21]2[CH:27]3[CH2:28][CH2:29][CH:23]([CH2:24][CH2:25][CH2:26]3)[CH:22]2[C:30]([OH:32])=[O:31])=[N:6][C:7]([C:10]2[C:18]3[C:13](=[N:14][CH:15]=[C:16]([F:19])[CH:17]=3)[NH:12][N:11]=2)=[N:8][CH:9]=1. The catalyst class is: 1.